This data is from Full USPTO retrosynthesis dataset with 1.9M reactions from patents (1976-2016). The task is: Predict the reactants needed to synthesize the given product. (1) Given the product [Br:1][C:2]1[C:3]([O:11][CH3:10])=[N:4][C:5]([Cl:8])=[CH:6][CH:7]=1, predict the reactants needed to synthesize it. The reactants are: [Br:1][C:2]1[C:3](Cl)=[N:4][C:5]([Cl:8])=[CH:6][CH:7]=1.[CH3:10][O-:11].[Na+].O. (2) Given the product [OH:8][C@H:5]1[CH2:6][CH2:7][C@H:2]([N:1]2[CH2:13][CH2:12][CH2:11][C:10]2=[O:9])[CH2:3][CH2:4]1, predict the reactants needed to synthesize it. The reactants are: [NH2:1][C@H:2]1[CH2:7][CH2:6][C@H:5]([OH:8])[CH2:4][CH2:3]1.[O:9]1[CH2:13][CH2:12][CH2:11][C:10]1=O. (3) The reactants are: [F:1][C:2]1[CH:7]=[CH:6][C:5](/[CH:8]=[CH:9]/[C:10](O)=[O:11])=[CH:4][C:3]=1[O:13][CH3:14].C(N(CC)CC)C.C1C=CC(P([N:36]=[N+:37]=[N-:38])(C2C=CC=CC=2)=O)=CC=1. Given the product [F:1][C:2]1[CH:7]=[CH:6][C:5](/[CH:8]=[CH:9]/[C:10]([N:36]=[N+:37]=[N-:38])=[O:11])=[CH:4][C:3]=1[O:13][CH3:14], predict the reactants needed to synthesize it.